This data is from Full USPTO retrosynthesis dataset with 1.9M reactions from patents (1976-2016). The task is: Predict the reactants needed to synthesize the given product. (1) Given the product [F:1][C:2]1[CH:36]=[C:35]([NH:37][C:38]([NH2:40])=[O:39])[CH:34]=[CH:33][C:3]=1[O:4][C:5]1[CH:10]=[CH:9][N:8]=[C:7]2[CH:11]=[C:12]([C:14]3[CH:15]=[CH:16][C:17]([CH2:20][NH:21][CH2:29][CH2:30][O:31][CH3:32])=[CH:18][N:19]=3)[S:13][C:6]=12, predict the reactants needed to synthesize it. The reactants are: [F:1][C:2]1[CH:36]=[C:35]([NH:37][C:38]([NH2:40])=[O:39])[CH:34]=[CH:33][C:3]=1[O:4][C:5]1[CH:10]=[CH:9][N:8]=[C:7]2[CH:11]=[C:12]([C:14]3[N:19]=[CH:18][C:17]([CH2:20][N:21]([CH2:29][CH2:30][O:31][CH3:32])C(=O)OC(C)(C)C)=[CH:16][CH:15]=3)[S:13][C:6]=12.C(O)(C(F)(F)F)=O. (2) Given the product [C:1]([O:5][C:6]([N:8]1[CH2:13][CH2:12][CH:11]([O:14][C:35]2[N:34]=[N:33][C:32]([CH2:38][CH2:39][CH2:40][CH3:41])=[C:31]([C:28]3[CH:29]=[CH:30][C:25]([O:24][CH2:17][C:18]4[CH:23]=[CH:22][CH:21]=[CH:20][CH:19]=4)=[C:26]([O:42][CH3:43])[CH:27]=3)[CH:36]=2)[CH2:10][CH2:9]1)=[O:7])([CH3:4])([CH3:2])[CH3:3], predict the reactants needed to synthesize it. The reactants are: [C:1]([O:5][C:6]([N:8]1[CH2:13][CH2:12][CH:11]([OH:14])[CH2:10][CH2:9]1)=[O:7])([CH3:4])([CH3:3])[CH3:2].[H-].[Na+].[CH2:17]([O:24][C:25]1[CH:30]=[CH:29][C:28]([C:31]2[CH:36]=[C:35](Cl)[N:34]=[N:33][C:32]=2[CH2:38][CH2:39][CH2:40][CH3:41])=[CH:27][C:26]=1[O:42][CH3:43])[C:18]1[CH:23]=[CH:22][CH:21]=[CH:20][CH:19]=1. (3) Given the product [CH3:11][C:8]1[C:7]([N+:12]([O-:14])=[O:13])=[C:6]([CH:5]=[CH:4][CH2:3][CH:2]([CH3:16])[CH3:1])[O:10][N:9]=1, predict the reactants needed to synthesize it. The reactants are: [CH3:1][CH:2]([CH3:16])[CH2:3][CH:4](O)[CH2:5][C:6]1[O:10][N:9]=[C:8]([CH3:11])[C:7]=1[N+:12]([O-:14])=[O:13].CS(Cl)(=O)=O.C(N(CC)CC)C. (4) Given the product [N:26]1[NH:27][CH:28]=[C:29]2[C:34]=1[C:33]([NH:35][C:2]1[C:11]3=[N:12][NH:13][CH:14]=[C:10]3[C:9]3[CH:8]=[C:7]([O:24][CH3:25])[CH:6]=[CH:5][C:4]=3[N:3]=1)=[CH:32][CH:31]=[CH:30]2, predict the reactants needed to synthesize it. The reactants are: Cl[C:2]1[C:11]2=[N:12][N:13](CC3C=CC(OC)=CC=3)[CH:14]=[C:10]2[C:9]2[CH:8]=[C:7]([O:24][CH3:25])[CH:6]=[CH:5][C:4]=2[N:3]=1.[N:26]1[NH:27][CH:28]=[C:29]2[C:34]=1[C:33]([NH2:35])=[CH:32][CH:31]=[CH:30]2.Cl. (5) The reactants are: O(C)[Na].[CH3:4][O:5][CH:6]([C:11]([O:13]C)=O)[C:7]([O:9]C)=O.[NH2:15][C:16]([NH2:18])=[O:17]. Given the product [OH:13][C:11]1[NH:18][C:16](=[O:17])[NH:15][C:7](=[O:9])[C:6]=1[O:5][CH3:4], predict the reactants needed to synthesize it.